This data is from Reaction yield outcomes from USPTO patents with 853,638 reactions. The task is: Predict the reaction yield, written as a fraction of the theoretical maximum amount of product (1.0 means a 100% yield; for example, 0.34 means a 34% yield). (1) The reactants are [C:1]([C:3]1[CH:8]=[CH:7][C:6]([N:9]2[C@@H:13]3[CH2:14][CH2:15][CH2:16][CH2:17][C@H:12]3[N:11]([C:18]3[CH:26]=[CH:25][C:21]([C:22]([OH:24])=O)=[C:20]([F:27])[CH:19]=3)[C:10]2=[O:28])=[CH:5][C:4]=1[C:29]([F:32])([F:31])[F:30])#[N:2].[NH2:33][O:34][CH2:35][CH2:36][N:37]([CH2:40][CH3:41])[CH2:38][CH3:39]. No catalyst specified. The product is [C:1]([C:3]1[CH:8]=[CH:7][C:6]([N:9]2[C@@H:13]3[CH2:14][CH2:15][CH2:16][CH2:17][C@H:12]3[N:11]([C:18]3[CH:26]=[CH:25][C:21]([C:22]([NH:33][O:34][CH2:35][CH2:36][N:37]([CH2:40][CH3:41])[CH2:38][CH3:39])=[O:24])=[C:20]([F:27])[CH:19]=3)[C:10]2=[O:28])=[CH:5][C:4]=1[C:29]([F:30])([F:31])[F:32])#[N:2]. The yield is 0.226. (2) The yield is 0.650. The product is [ClH:30].[F:1][C:2]1[CH:7]=[CH:6][C:5]([CH2:8][CH2:9][N:10]([CH2:11][CH:12]2[CH2:16][CH2:15][O:14][CH2:13]2)[CH2:31][C:32]([N:34]([CH3:36])[CH3:35])=[O:33])=[CH:4][C:3]=1[O:17][CH2:18][C:19]([F:20])([F:21])[F:22]. The catalyst is CN(C)C=O. The reactants are [F:1][C:2]1[CH:7]=[CH:6][C:5]([CH2:8][CH2:9][NH:10][CH2:11][CH:12]2[CH2:16][CH2:15][O:14][CH2:13]2)=[CH:4][C:3]=1[O:17][CH2:18][C:19]([F:22])([F:21])[F:20].C(N(CC)CC)C.[Cl:30][CH2:31][C:32]([N:34]([CH3:36])[CH3:35])=[O:33].